Dataset: Catalyst prediction with 721,799 reactions and 888 catalyst types from USPTO. Task: Predict which catalyst facilitates the given reaction. (1) Reactant: [CH2:1]([N:8]([CH2:19][CH2:20][OH:21])[C:9](=[O:18])[C:10]1[C:15]([Br:16])=[CH:14][CH:13]=[CH:12][C:11]=1F)[C:2]1[CH:7]=[CH:6][CH:5]=[CH:4][CH:3]=1.[H-].[Na+]. Product: [CH2:1]([N:8]1[C:9](=[O:18])[C:10]2[C:15]([Br:16])=[CH:14][CH:13]=[CH:12][C:11]=2[O:21][CH2:20][CH2:19]1)[C:2]1[CH:7]=[CH:6][CH:5]=[CH:4][CH:3]=1. The catalyst class is: 9. (2) Reactant: [CH:1]([CH:4]1[C:9]2=[CH:10][C:11]3[CH:12]=[CH:13][C:14]([S:17][CH3:18])=[CH:15][C:16]=3[N:8]2[CH2:7][CH2:6][NH:5]1)([CH3:3])[CH3:2].CCN(C(C)C)C(C)C.Cl[C:29]1[N:34]=[C:33]([C:35]([F:38])([F:37])[F:36])[C:32]([C:39](=[O:41])[CH3:40])=[CH:31][N:30]=1. Product: [CH:1]([CH:4]1[C:9]2=[CH:10][C:11]3[CH:12]=[CH:13][C:14]([S:17][CH3:18])=[CH:15][C:16]=3[N:8]2[CH2:7][CH2:6][N:5]1[C:29]1[N:34]=[C:33]([C:35]([F:36])([F:37])[F:38])[C:32]([C:39](=[O:41])[CH3:40])=[CH:31][N:30]=1)([CH3:3])[CH3:2]. The catalyst class is: 41. (3) Reactant: Cl.[F:2][C:3]1[CH:8]=[CH:7][C:6]([C:9]2[N:10]=[C:11]([C@H:14]([NH2:25])[CH2:15][C:16]3[C:24]4[C:19](=[CH:20][CH:21]=[CH:22][CH:23]=4)[NH:18][CH:17]=3)[NH:12][CH:13]=2)=[CH:5][CH:4]=1.O.[C:27]([OH:31])(=[O:30])[CH:28]=O.[CH3:32]O. Product: [F:2][C:3]1[CH:8]=[CH:7][C:6]([C:9]2[N:10]=[C:11]([C@H:14]3[CH2:15][C:16]4[C:24]5[C:19](=[CH:20][CH:21]=[CH:22][CH:23]=5)[NH:18][C:17]=4[CH:28]([C:27]([O:31][CH3:32])=[O:30])[NH:25]3)[NH:12][CH:13]=2)=[CH:5][CH:4]=1. The catalyst class is: 25. (4) Reactant: Cl.[Br:2][C:3]1[CH:16]=[CH:15][C:6]([O:7][CH2:8][CH:9]2[CH2:14][CH2:13][NH:12][CH2:11][CH2:10]2)=[CH:5][CH:4]=1.C([O-])([O-])=O.[K+].[K+].O.[CH3:24][C:25]1([CH3:28])[CH2:27][O:26]1. Product: [Br:2][C:3]1[CH:4]=[CH:5][C:6]([O:7][CH2:8][CH:9]2[CH2:10][CH2:11][N:12]([CH2:24][C:25]([CH3:28])([OH:26])[CH3:27])[CH2:13][CH2:14]2)=[CH:15][CH:16]=1. The catalyst class is: 14.